From a dataset of Full USPTO retrosynthesis dataset with 1.9M reactions from patents (1976-2016). Predict the reactants needed to synthesize the given product. (1) Given the product [CH2:1]([C:9]1[CH:10]=[CH:11][C:12]([CH:27]=[O:28])=[CH:13][CH:14]=1)[CH2:2][CH2:3][CH2:4][CH2:5][CH2:6][CH2:7][CH3:8], predict the reactants needed to synthesize it. The reactants are: [CH2:1]([C:9]1[CH:14]=[CH:13][CH:12]=[CH:11][CH:10]=1)[CH2:2][CH2:3][CH2:4][CH2:5][CH2:6][CH2:7][CH3:8].C1N2CN3CN(C2)CN1C3.FC(F)(F)[C:27](O)=[O:28]. (2) Given the product [NH2:9][C:7]1[CH:8]=[C:3]([O:2][CH3:1])[CH:4]=[C:5]([N:12]2[C:16](=[O:17])[N:15]([CH3:18])[N:14]=[N:13]2)[CH:6]=1, predict the reactants needed to synthesize it. The reactants are: [CH3:1][O:2][C:3]1[CH:4]=[C:5]([N:12]2[C:16](=[O:17])[N:15]([CH3:18])[N:14]=[N:13]2)[CH:6]=[C:7]([N+:9]([O-])=O)[CH:8]=1. (3) Given the product [NH2:19][C:20]1[C:25]2[CH:26]=[C:27]([CH2:29][CH:30]([NH:40][S:12]([C:9]3[CH:10]=[CH:11][C:6]([O:5][CH:4]([CH2:16][O:17][CH3:18])[CH2:3][O:2][CH3:1])=[CH:7][CH:8]=3)(=[O:14])=[O:13])[C:31]([N:33]3[CH2:34][CH2:35][CH:36]([CH3:39])[CH2:37][CH2:38]3)=[O:32])[S:28][C:24]=2[CH:23]=[CH:22][N:21]=1, predict the reactants needed to synthesize it. The reactants are: [CH3:1][O:2][CH2:3][CH:4]([CH2:16][O:17][CH3:18])[O:5][C:6]1[CH:11]=[CH:10][C:9]([S:12](Cl)(=[O:14])=[O:13])=[CH:8][CH:7]=1.[NH2:19][C:20]1[C:25]2[CH:26]=[C:27]([CH2:29][CH:30]([NH:40]S(C3C=CC(OC4CCOCC4)=CC=3)(=O)=O)[C:31]([N:33]3[CH2:38][CH2:37][CH:36]([CH3:39])[CH2:35][CH2:34]3)=[O:32])[S:28][C:24]=2[CH:23]=[CH:22][N:21]=1. (4) Given the product [CH2:13]([O:15][C:16](=[O:25])[CH:17]=[CH:18][CH:19]1[CH2:20][CH2:21][CH2:22][CH2:28][N:1]1[C:2]1[CH:7]=[CH:6][CH:5]=[C:4]([N:8]2[CH:12]=[CH:11][N:10]=[CH:9]2)[CH:3]=1)[CH3:14], predict the reactants needed to synthesize it. The reactants are: [NH2:1][C:2]1[CH:3]=[C:4]([N:8]2[CH:12]=[CH:11][N:10]=[CH:9]2)[CH:5]=[CH:6][CH:7]=1.[CH2:13]([O:15][C:16](=[O:25])[CH2:17][C:18](=O)[CH2:19][CH2:20][CH2:21][CH2:22]Cl)[CH3:14].II.[CH:28]1C=CC=CC=1. (5) Given the product [Cl:10][C:9]1[CH:8]=[CH:7][N:6]=[C:5]2[NH:11][C:2]([C:21]3[CH:20]=[N:19][N:18]([CH2:15][CH2:16][N:45]4[CH2:39][CH2:38][O:41][CH2:44][CH2:43]4)[CH:22]=3)=[N:3][C:4]=12, predict the reactants needed to synthesize it. The reactants are: Br[C:2]1[NH:11][C:5]2=[N:6][CH:7]=[CH:8][C:9]([Cl:10])=[C:4]2[N:3]=1.O1C[CH2:16][CH:15]([N:18]2[CH:22]=[C:21](B3OC(C)(C)C(C)(C)O3)[CH:20]=[N:19]2)CC1.C(=O)([O-])[O-].[Na+].[Na+].[C:38]([O-:41])(=O)[CH3:39].[Na+].[C:43](#[N:45])[CH3:44].C1(P(C2C=CC=CC=2)C2C=CC=CC=2)CCCC1. (6) Given the product [CH:1]([N:4]1[C:8]([C:9]2[S:10][C:11]3[CH2:12][CH2:13][O:14][C:15]4[CH:22]=[C:21]([CH:23]5[CH2:24][N:25]([CH2:27][C:28]([N:30]6[CH2:43][CH2:44][O:53][CH2:52][CH2:51]6)=[O:29])[CH2:26]5)[CH:20]=[CH:19][C:16]=4[C:17]=3[N:18]=2)=[N:7][CH:6]=[N:5]1)([CH3:3])[CH3:2], predict the reactants needed to synthesize it. The reactants are: [CH:1]([N:4]1[C:8]([C:9]2[S:10][C:11]3[CH2:12][CH2:13][O:14][C:15]4[CH:22]=[C:21]([CH:23]5[CH2:26][N:25]([CH2:27][C:28]([NH2:30])=[O:29])[CH2:24]5)[CH:20]=[CH:19][C:16]=4[C:17]=3[N:18]=2)=[N:7][CH:6]=[N:5]1)([CH3:3])[CH3:2].OC(C(F)(F)F)=O.N1CC(C2C=CC3C4N=C(C5N(C(C)C)N=CN=5)SC=4[CH2:51][CH2:52][O:53][C:44]=3[CH:43]=2)C1.ClCC(N1CCOCC1)=O. (7) Given the product [Br:26][C:22]1[CH:21]=[C:20]([NH:19][C:17](=[O:18])[N:16]([CH2:15][C:12]2[CH:11]=[CH:10][C:9]([C:8]([NH:7][CH2:6][C@@H:5]([OH:40])[C:4]([OH:41])=[O:3])=[O:39])=[CH:14][CH:13]=2)[C:27]2[CH:32]=[CH:31][C:30]([CH:33]3[CH2:34][CH2:35][CH2:36][CH2:37][CH2:38]3)=[CH:29][CH:28]=2)[CH:25]=[CH:24][CH:23]=1, predict the reactants needed to synthesize it. The reactants are: C([O:3][C:4](=[O:41])[C@H:5]([OH:40])[CH2:6][NH:7][C:8](=[O:39])[C:9]1[CH:14]=[CH:13][C:12]([CH2:15][N:16]([C:27]2[CH:32]=[CH:31][C:30]([CH:33]3[CH2:38][CH2:37][CH2:36][CH2:35][CH2:34]3)=[CH:29][CH:28]=2)[C:17]([NH:19][C:20]2[CH:25]=[CH:24][CH:23]=[C:22]([Br:26])[CH:21]=2)=[O:18])=[CH:11][CH:10]=1)C.[OH-].[Na+].Cl. (8) Given the product [CH3:15][N:1]1[C:5]2=[N:6][CH:7]=[C:8]([C:10]#[N:11])[CH:9]=[C:4]2[CH:3]=[CH:2]1, predict the reactants needed to synthesize it. The reactants are: [NH:1]1[C:5]2=[N:6][CH:7]=[C:8]([C:10]#[N:11])[CH:9]=[C:4]2[CH:3]=[CH:2]1.[H-].[Na+].I[CH3:15].O. (9) Given the product [Cl:28][C:29]1[CH:30]=[C:31]([NH:32][S:24]([C:17]2[CH:18]=[CH:19][C:20]([F:23])=[C:21]([F:22])[C:16]=2[F:15])(=[O:26])=[O:25])[CH:33]=[CH:34][C:35]=1[O:36][CH3:37], predict the reactants needed to synthesize it. The reactants are: FC1C=CC(S(Cl)(=O)=O)=CC=1[N+]([O-])=O.[F:15][C:16]1[C:21]([F:22])=[C:20]([F:23])[CH:19]=[CH:18][C:17]=1[S:24](Cl)(=[O:26])=[O:25].[Cl:28][C:29]1[CH:30]=[C:31]([CH:33]=[CH:34][C:35]=1[O:36][CH3:37])[NH2:32].